This data is from Full USPTO retrosynthesis dataset with 1.9M reactions from patents (1976-2016). The task is: Predict the reactants needed to synthesize the given product. (1) Given the product [NH2:12][CH:11]([C:10]1[CH:9]=[CH:8][C:7]([C:3]2([C:1]#[N:2])[CH2:6][CH2:5][CH2:4]2)=[CH:14][CH:13]=1)[CH3:16], predict the reactants needed to synthesize it. The reactants are: [C:1]([C:3]1([C:7]2[CH:14]=[CH:13][C:10]([C:11]#[N:12])=[CH:9][CH:8]=2)[CH2:6][CH2:5][CH2:4]1)#[N:2].[Li][CH3:16].[BH4-].[Na+].Cl. (2) Given the product [F:1][C:2]1[CH:7]=[CH:6][C:5]([C:8]2[N:12]=[C:11]([C:13]3[CH:18]=[CH:17][C:16]([F:19])=[CH:15][CH:14]=3)[N:10]([CH2:20][C:21]([Cl:26])=[O:23])[N:9]=2)=[CH:4][CH:3]=1, predict the reactants needed to synthesize it. The reactants are: [F:1][C:2]1[CH:7]=[CH:6][C:5]([C:8]2[N:12]=[C:11]([C:13]3[CH:18]=[CH:17][C:16]([F:19])=[CH:15][CH:14]=3)[N:10]([CH2:20][C:21]([OH:23])=O)[N:9]=2)=[CH:4][CH:3]=1.S(Cl)([Cl:26])=O. (3) Given the product [NH2:1][C:2]1[N:7]=[C:6]([C:8]2[O:9][C:10]([Br:24])=[CH:11][CH:12]=2)[C:5]([C:13]#[N:14])=[C:4]([O:15][CH2:16][C:17]2[C:22]([CH3:23])=[CH:21][CH:20]=[CH:19][N:18]=2)[N:3]=1, predict the reactants needed to synthesize it. The reactants are: [NH2:1][C:2]1[N:7]=[C:6]([C:8]2[O:9][CH:10]=[CH:11][CH:12]=2)[C:5]([C:13]#[N:14])=[C:4]([O:15][CH2:16][C:17]2[C:22]([CH3:23])=[CH:21][CH:20]=[CH:19][N:18]=2)[N:3]=1.[Br:24]N1C(=O)CCC1=O. (4) Given the product [C:14]([O:13][C:11]([N:3]([C:11]([O:13][C:14]([CH3:17])([CH3:16])[CH3:15])=[O:12])[C:4]1[N:9]=[CH:8][C:7]([Br:10])=[CH:6][N:5]=1)=[O:12])([CH3:17])([CH3:16])[CH3:15], predict the reactants needed to synthesize it. The reactants are: [H-].[Na+].[NH2:3][C:4]1[N:9]=[CH:8][C:7]([Br:10])=[CH:6][N:5]=1.[C:11](O[C:11]([O:13][C:14]([CH3:17])([CH3:16])[CH3:15])=[O:12])([O:13][C:14]([CH3:17])([CH3:16])[CH3:15])=[O:12].